Dataset: Full USPTO retrosynthesis dataset with 1.9M reactions from patents (1976-2016). Task: Predict the reactants needed to synthesize the given product. (1) Given the product [C:25]([C:24]1[CH:28]=[CH:29][CH:30]=[CH:31][C:23]=1[S:22][C:2]1[CH:10]=[C:9]([Cl:11])[CH:8]=[CH:7][C:3]=1[C:4]([OH:6])=[O:5])([OH:27])=[O:26], predict the reactants needed to synthesize it. The reactants are: Br[C:2]1[CH:10]=[C:9]([Cl:11])[CH:8]=[CH:7][C:3]=1[C:4]([OH:6])=[O:5].BrC1C=CC=CC=1C(O)=O.[SH:22][C:23]1[CH:31]=[CH:30][CH:29]=[CH:28][C:24]=1[C:25]([OH:27])=[O:26]. (2) Given the product [C:6]([C:5]1[CH:17]([C:14]2[CH:15]=[CH:16][C:11]([CH3:19])=[CH:12][CH:13]=2)[C:32]([C:33]([O:35][CH3:36])=[O:34])=[C:31]([CH3:37])[NH:30][C:4]=1[CH2:3][C:2]([CH3:10])([CH3:9])[CH3:1])#[N:7], predict the reactants needed to synthesize it. The reactants are: [CH3:1][C:2]([CH3:10])([CH3:9])[CH2:3][C:4](=O)[CH2:5][C:6]#[N:7].[C:11]1([CH3:19])[CH:16]=[CH:15][C:14]([CH:17]=O)=[CH:13][CH:12]=1.N1CCCCC1.C(O)(=O)C.[NH2:30]/[C:31](/[CH3:37])=[CH:32]\[C:33]([O:35][CH3:36])=[O:34]. (3) Given the product [CH2:1]([O:3][C:4](=[O:27])[CH2:5][CH2:6][CH2:7][CH2:8][CH2:9][CH2:10][N:11]1[C:15](=[O:16])[CH2:14][CH2:13][C@@H:12]1[CH2:17][CH2:18][CH:19]([OH:20])[C:21]1[O:22][C:23]([C:36]2[CH:37]=[CH:38][CH:39]=[CH:40][C:35]=2[CH3:34])=[CH:24][CH:25]=1)[CH3:2], predict the reactants needed to synthesize it. The reactants are: [CH2:1]([O:3][C:4](=[O:27])[CH2:5][CH2:6][CH2:7][CH2:8][CH2:9][CH2:10][N:11]1[C:15](=[O:16])[CH2:14][CH2:13][C@@H:12]1/[CH:17]=[CH:18]/[C:19]([C:21]1[O:22][C:23](Br)=[CH:24][CH:25]=1)=[O:20])[CH3:2].C(=O)([O-])[O-].[K+].[K+].[CH3:34][C:35]1[CH:40]=[CH:39][CH:38]=[CH:37][C:36]=1B(O)O.[BH4-].[Na+]. (4) The reactants are: [NH2:1][C:2]1[N:7]=[C:6](Cl)[N:5]=[C:4]([Cl:9])[N:3]=1.CCN(C(C)C)C(C)C.[O:19]1[CH2:24][CH2:23][N:22]([C:25]2[CH:31]=[CH:30][C:28]([NH2:29])=[CH:27][CH:26]=2)[CH2:21][CH2:20]1. Given the product [NH2:1][C:2]1[N:3]=[C:4]([Cl:9])[N:5]=[C:6]([NH:29][C:28]2[CH:30]=[CH:31][C:25]([N:22]3[CH2:21][CH2:20][O:19][CH2:24][CH2:23]3)=[CH:26][CH:27]=2)[N:7]=1, predict the reactants needed to synthesize it. (5) Given the product [Cl:1][C:2]1[CH:7]=[CH:6][N:5]=[C:4]([NH:8][CH2:9][CH2:10][CH2:11][O:12][C:13]2[CH:14]=[CH:15][C:16]3[CH2:22][C@@H:21]([CH2:23][C:24]([OH:26])=[O:25])[C:20]4[CH:29]=[CH:30][CH:31]=[CH:32][C:19]=4[CH2:18][C:17]=3[CH:33]=2)[CH:3]=1, predict the reactants needed to synthesize it. The reactants are: [Cl:1][C:2]1[CH:7]=[CH:6][N:5]=[C:4]([NH:8][CH2:9][CH2:10][CH2:11][O:12][C:13]2[CH:14]=[CH:15][C:16]3[CH2:22][C@@H:21]([CH2:23][C:24]([O:26]CC)=[O:25])[C:20]4[CH:29]=[CH:30][CH:31]=[CH:32][C:19]=4[CH2:18][C:17]=3[CH:33]=2)[CH:3]=1.CC1C=CN=C(NCCCOC2C=CC3C[C@@H](CC(OCC)=O)C4C=CC=CC=4CC=3C=2)C=1. (6) Given the product [ClH:1].[Cl:1][C:2]1[N:7]=[C:6]([NH:8][C:9]([C@@H:11]2[CH2:15][C@@H:14]([F:16])[CH2:13][NH:12]2)=[O:10])[CH:5]=[CH:4][CH:3]=1, predict the reactants needed to synthesize it. The reactants are: [Cl:1][C:2]1[N:7]=[C:6]([NH:8][C:9]([C@@H:11]2[CH2:15][C@@H:14]([F:16])[CH2:13][N:12]2C(OC(C)(C)C)=O)=[O:10])[CH:5]=[CH:4][CH:3]=1. (7) Given the product [ClH:1].[CH2:28]1[C:29]2([CH2:34][CH2:33][NH:32][CH2:31][C@H:30]2[OH:35])[CH2:27]1, predict the reactants needed to synthesize it. The reactants are: [Cl:1]C1C=C(N2C=CC(=O)N(CCCC(O)=O)C[C@H]2C)C=CC=1C(F)(F)F.[CH2:27]1[C:29]2([CH2:34][CH2:33][NH:32][CH2:31][C@H:30]2[OH:35])[CH2:28]1.